From a dataset of Peptide-MHC class II binding affinity with 134,281 pairs from IEDB. Regression. Given a peptide amino acid sequence and an MHC pseudo amino acid sequence, predict their binding affinity value. This is MHC class II binding data. (1) The peptide sequence is KVDTRAKDPPAGTRK. The MHC is HLA-DQA10102-DQB10501 with pseudo-sequence HLA-DQA10102-DQB10501. The binding affinity (normalized) is 0. (2) The peptide sequence is GKVDTGVAVSRGTAK. The MHC is HLA-DQA10303-DQB10402 with pseudo-sequence HLA-DQA10303-DQB10402. The binding affinity (normalized) is 0.447.